The task is: Predict the reaction yield, written as a fraction of the theoretical maximum amount of product (1.0 means a 100% yield; for example, 0.34 means a 34% yield).. This data is from Reaction yield outcomes from USPTO patents with 853,638 reactions. (1) The reactants are [CH2:1]([O:3][C:4](=[O:33])[CH2:5][N:6]1[C:14]2[CH2:13][CH2:12][CH2:11][CH:10]([NH:15][S:16]([C:19]3[CH:24]=[C:23]([C:25]([F:28])([F:27])[F:26])[CH:22]=[C:21]([C:29]([F:32])([F:31])[F:30])[CH:20]=3)(=[O:18])=[O:17])[C:9]=2[CH:8]=[N:7]1)[CH3:2].[C:34](=O)([O-])[O-].[K+].[K+].CI. The catalyst is C(#N)C. The product is [CH2:1]([O:3][C:4](=[O:33])[CH2:5][N:6]1[C:14]2[CH2:13][CH2:12][CH2:11][C@@H:10]([N:15]([S:16]([C:19]3[CH:24]=[C:23]([C:25]([F:26])([F:27])[F:28])[CH:22]=[C:21]([C:29]([F:32])([F:31])[F:30])[CH:20]=3)(=[O:18])=[O:17])[CH3:34])[C:9]=2[CH:8]=[N:7]1)[CH3:2]. The yield is 0.830. (2) The reactants are [OH:1][C:2]1[CH:7]=[CH:6][C:5]([CH:8]=[CH:9][C:10](=[O:15])[CH2:11][C:12](=[O:14])[CH3:13])=[CH:4][CH:3]=1.B(OB=O)=O.[OH:21][C:22]1[CH:23]=[C:24]([CH:27]=[CH:28][C:29]=1[O:30][CH3:31])[CH:25]=O.B(OCCCC)(OCCCC)OCCCC.C(N)CCC.Cl.C([O-])(O)=O.[Na+]. The catalyst is C(OCC)(=O)C.[Cl-].[Na+].O. The product is [OH:21][C:22]1[CH:23]=[C:24](/[CH:25]=[CH:13]/[C:12](=[O:14])[CH2:11][C:10](=[O:15])/[CH:9]=[CH:8]/[C:5]2[CH:4]=[CH:3][C:2]([OH:1])=[CH:7][CH:6]=2)[CH:27]=[CH:28][C:29]=1[O:30][CH3:31]. The yield is 0.860.